The task is: Predict the product of the given reaction.. This data is from Forward reaction prediction with 1.9M reactions from USPTO patents (1976-2016). Given the reactants [NH:1]1[C:9]2[C:4](=[CH:5][CH:6]=[CH:7][CH:8]=2)[CH:3]=[C:2]1[C:10](O)=[O:11].[H-].[H-].[H-].[H-].[Li+].[Al+3], predict the reaction product. The product is: [OH:11][CH2:10][C:2]1[NH:1][C:9]2[C:4]([CH:3]=1)=[CH:5][CH:6]=[CH:7][CH:8]=2.